From a dataset of Full USPTO retrosynthesis dataset with 1.9M reactions from patents (1976-2016). Predict the reactants needed to synthesize the given product. (1) The reactants are: [Br:1][C:2]1[CH:11]=[C:6]([C:7]([O:9][CH3:10])=[O:8])[C:5]([OH:12])=[CH:4][CH:3]=1.[H-].[Na+].Br[C:16]1[CH:17]=[N+:18]([O-:25])[CH:19]=[CH:20][C:21]=1[N+:22]([O-:24])=[O:23].O. Given the product [Br:1][C:2]1[CH:3]=[CH:4][C:5]([O:12][C:16]2[CH:17]=[N+:18]([O-:25])[CH:19]=[CH:20][C:21]=2[N+:22]([O-:24])=[O:23])=[C:6]([C:7]([O:9][CH3:10])=[O:8])[CH:11]=1, predict the reactants needed to synthesize it. (2) Given the product [O:40]1[CH2:41][CH2:42][N:37]([C:2]2[N:7]=[C:6]([O:8][C:9]3[CH:35]=[CH:34][C:33]([CH3:36])=[CH:32][C:10]=3[CH2:11][NH:12][C:13]([NH:15][C:16]3[N:20]([C:21]4[CH:22]=[CH:23][C:24]([CH3:27])=[CH:25][CH:26]=4)[N:19]=[C:18]([C:28]([CH3:29])([CH3:30])[CH3:31])[CH:17]=3)=[O:14])[CH:5]=[CH:4][N:3]=2)[CH2:38][CH2:39]1, predict the reactants needed to synthesize it. The reactants are: Cl[C:2]1[N:7]=[C:6]([O:8][C:9]2[CH:35]=[CH:34][C:33]([CH3:36])=[CH:32][C:10]=2[CH2:11][NH:12][C:13]([NH:15][C:16]2[N:20]([C:21]3[CH:26]=[CH:25][C:24]([CH3:27])=[CH:23][CH:22]=3)[N:19]=[C:18]([C:28]([CH3:31])([CH3:30])[CH3:29])[CH:17]=2)=[O:14])[CH:5]=[CH:4][N:3]=1.[NH:37]1[CH2:42][CH2:41][O:40][CH2:39][CH2:38]1. (3) Given the product [F:1][C:2]1[CH:7]=[CH:6][C:5]([NH2:8])=[CH:4][C:3]=1[CH2:11][S:12]([CH3:15])(=[O:14])=[O:13], predict the reactants needed to synthesize it. The reactants are: [F:1][C:2]1[CH:7]=[CH:6][C:5]([N+:8]([O-])=O)=[CH:4][C:3]=1[CH2:11][S:12]([CH3:15])(=[O:14])=[O:13].[OH-].[Na+]. (4) Given the product [CH2:1]([O:3][P:4]([CH2:9][C:10]1[CH:15]=[C:14]([O:16][CH3:17])[C:13]([NH2:18])=[CH:12][C:11]=1[Cl:21])(=[O:8])[O:5][CH2:6][CH3:7])[CH3:2], predict the reactants needed to synthesize it. The reactants are: [CH2:1]([O:3][P:4]([CH2:9][C:10]1[CH:15]=[C:14]([O:16][CH3:17])[C:13]([N+:18]([O-])=O)=[CH:12][C:11]=1[Cl:21])(=[O:8])[O:5][CH2:6][CH3:7])[CH3:2].C([O-])([O-])=O.[Na+].[Na+].